Dataset: Full USPTO retrosynthesis dataset with 1.9M reactions from patents (1976-2016). Task: Predict the reactants needed to synthesize the given product. (1) Given the product [CH3:1][O:2][C:3]1[CH:8]=[CH:7][C:6]([C:9]2[C:24]3[C:19](=[CH:20][CH:21]=[CH:22][CH:23]=3)[NH:25][C:10]=2[C:12]2[CH:17]=[CH:16][CH:15]=[CH:14][CH:13]=2)=[CH:5][CH:4]=1, predict the reactants needed to synthesize it. The reactants are: [CH3:1][O:2][C:3]1[CH:8]=[CH:7][C:6]([CH2:9][C:10]([C:12]2[CH:17]=[CH:16][CH:15]=[CH:14][CH:13]=2)=O)=[CH:5][CH:4]=1.Cl.[C:19]1([NH:25]N)[CH:24]=[CH:23][CH:22]=[CH:21][CH:20]=1.Cl. (2) The reactants are: CC(C)([O-])C.[K+].Cl.[F:8][C:9]1[CH:10]=[C:11]2[C:16](=[CH:17][CH:18]=1)[CH2:15][NH:14][CH2:13][CH2:12]2.Br[C:20]1[CH:25]=[C:24]([CH3:26])[C:23]([NH:27][C:28](=[O:34])[CH2:29][C:30]([CH3:33])([CH3:32])[CH3:31])=[C:22]([CH3:35])[CH:21]=1. Given the product [F:8][C:9]1[CH:10]=[C:11]2[C:16](=[CH:17][CH:18]=1)[CH2:15][N:14]([C:20]1[CH:25]=[C:24]([CH3:26])[C:23]([NH:27][C:28](=[O:34])[CH2:29][C:30]([CH3:31])([CH3:32])[CH3:33])=[C:22]([CH3:35])[CH:21]=1)[CH2:13][CH2:12]2, predict the reactants needed to synthesize it. (3) Given the product [C:14]([C:9]1[CH:8]=[C:7]([N:17]2[CH2:18][CH2:19][N:20]([C:23]([O:25][C:26]([CH3:29])([CH3:28])[CH3:27])=[O:24])[CH2:21][CH2:22]2)[C:6]2[C:11]([CH:10]=1)=[CH:12][CH:13]=[C:4]([O:3][CH3:2])[CH:5]=2)(=[O:16])[CH3:15], predict the reactants needed to synthesize it. The reactants are: Cl.[CH3:2][O:3][C:4]1[CH:5]=[C:6]2[C:11](=[CH:12][CH:13]=1)[CH:10]=[C:9]([C:14](=[O:16])[CH3:15])[CH:8]=[C:7]2[N:17]1[CH2:22][CH2:21][NH:20][CH2:19][CH2:18]1.[C:23](O[C:23]([O:25][C:26]([CH3:29])([CH3:28])[CH3:27])=[O:24])([O:25][C:26]([CH3:29])([CH3:28])[CH3:27])=[O:24].O.C(OCC)(=O)C. (4) The reactants are: [C:1]1([N:7]2[C:12](=[O:13])[NH:11][C:10](=[O:14])[C:9]([C:15]#[N:16])=[N:8]2)[CH:6]=[CH:5][CH:4]=[CH:3][CH:2]=1.CN(C=O)C.[H-].[Na+].[CH2:24](Br)[CH2:25][CH2:26][CH3:27]. Given the product [C:1]1([N:7]2[C:12](=[O:13])[N:11]([CH2:24][CH2:25][CH2:26][CH3:27])[C:10](=[O:14])[C:9]([C:15]#[N:16])=[N:8]2)[CH:2]=[CH:3][CH:4]=[CH:5][CH:6]=1, predict the reactants needed to synthesize it. (5) Given the product [CH3:17][O:18][C:19]1[CH:24]=[CH:23][CH:22]=[CH:21][C:20]=1[C:25]1[C:33]2[C:32](=[O:34])[NH:31][C:30]([C:35]([NH:99][CH2:98][C:94]3[CH:95]=[CH:96][CH:97]=[C:92]([O:91][CH2:90][CH2:89][O:88][C:85]4[N:86]=[CH:87][NH:83][N:84]=4)[CH:93]=3)=[O:37])=[N:29][C:28]=2[S:27][CH:26]=1, predict the reactants needed to synthesize it. The reactants are: O=C1C2C(=CC=CC=2)N=C(C(OCC)=O)N1.[CH3:17][O:18][C:19]1[CH:24]=[CH:23][CH:22]=[CH:21][C:20]=1[C:25]1[C:33]2[C:32](=[O:34])[NH:31][C:30]([C:35]([O:37]CC)=O)=[N:29][C:28]=2[S:27][CH:26]=1.C1(C(C2C=CC=CC=2)(C2C=CC=CC=2)N2C=NC(CCCOC3C=C(CN)C=CN=3)=N2)C=CC=CC=1.C1(C(C2C=CC=CC=2)(C2C=CC=CC=2)[N:83]2[CH:87]=[N:86][C:85]([O:88][CH2:89][CH2:90][O:91][C:92]3[CH:93]=[C:94]([CH2:98][NH2:99])[CH:95]=[CH:96][CH:97]=3)=[N:84]2)C=CC=CC=1. (6) The reactants are: [N:1]1([S:5]([NH2:8])(=[O:7])=[O:6])[CH2:4][CH2:3][CH2:2]1.C1(P(C2CCCCC2)C2C=CC=CC=2C2C(C(C)C)=CC(C(C)C)=CC=2C(C)C)CCCCC1.C(=O)([O-])[O-].[Cs+].[Cs+].Cl[C:50]1[CH:55]=[C:54]([O:56][CH3:57])[N:53]=[C:52]([S:58][CH2:59][C:60]2[CH:65]=[CH:64][CH:63]=[C:62]([F:66])[C:61]=2[F:67])[N:51]=1. Given the product [F:67][C:61]1[C:62]([F:66])=[CH:63][CH:64]=[CH:65][C:60]=1[CH2:59][S:58][C:52]1[N:51]=[C:50]([NH:8][S:5]([N:1]2[CH2:4][CH2:3][CH2:2]2)(=[O:7])=[O:6])[CH:55]=[C:54]([O:56][CH3:57])[N:53]=1, predict the reactants needed to synthesize it.